Predict the reactants needed to synthesize the given product. From a dataset of Full USPTO retrosynthesis dataset with 1.9M reactions from patents (1976-2016). (1) Given the product [F:34][C:35]1[CH:40]=[CH:39][C:38]([C:2]2[CH:3]=[C:4]3[C:10]([C:11]4[CH:12]=[N:13][N:14]([CH2:16][CH2:17][C:18]5[CH:19]=[CH:20][CH:21]=[CH:22][CH:23]=5)[CH:15]=4)=[CH:9][N:8]([S:24]([C:27]4[CH:33]=[CH:32][C:30]([CH3:31])=[CH:29][CH:28]=4)(=[O:26])=[O:25])[C:5]3=[N:6][CH:7]=2)=[CH:37][C:36]=1[NH:50][S:51]([CH3:54])(=[O:53])=[O:52], predict the reactants needed to synthesize it. The reactants are: Br[C:2]1[CH:3]=[C:4]2[C:10]([C:11]3[CH:12]=[N:13][N:14]([CH2:16][CH2:17][C:18]4[CH:23]=[CH:22][CH:21]=[CH:20][CH:19]=4)[CH:15]=3)=[CH:9][N:8]([S:24]([C:27]3[CH:33]=[CH:32][C:30]([CH3:31])=[CH:29][CH:28]=3)(=[O:26])=[O:25])[C:5]2=[N:6][CH:7]=1.[F:34][C:35]1[CH:40]=[CH:39][C:38](B2OC(C)(C)C(C)(C)O2)=[CH:37][C:36]=1[NH:50][S:51]([CH3:54])(=[O:53])=[O:52].C(=O)([O-])[O-].[Na+].[Na+]. (2) Given the product [Br:20][C:12]1[CH:13]=[C:4]2[C:3](=[O:15])[CH:2]([CH3:1])[CH2:14][C:5]2=[C:6]2[C:11]=1[CH2:10][CH2:9][CH2:8][CH2:7]2, predict the reactants needed to synthesize it. The reactants are: [CH3:1][CH:2]1[CH2:14][C:5]2=[C:6]3[C:11](=[CH:12][CH:13]=[C:4]2[C:3]1=[O:15])[CH2:10][CH2:9][CH2:8][CH2:7]3.[Al+3].[Cl-].[Cl-].[Cl-].[Br:20]Br.O. (3) Given the product [Br:27][C:23]1[C:22]([NH:8][C@@H:9]2[C@@H:14]3[CH2:15][C@@H:11]([CH:12]=[CH:13]3)[C@@H:10]2[C:16]([NH2:18])=[O:17])=[N:21][C:20]([NH:7][C:5]2[CH:4]=[N:3][N:2]([CH2:1][CH2:33][C:32]3[CH:31]=[CH:11][CH:10]=[CH:9][CH:14]=3)[CH:6]=2)=[N:25][CH:24]=1, predict the reactants needed to synthesize it. The reactants are: [CH3:1][N:2]1[CH:6]=[C:5]([NH2:7])[CH:4]=[N:3]1.[NH2:8][C@@H:9]1[C@@H:14]2[CH2:15][C@@H:11]([CH:12]=[CH:13]2)[C@@H:10]1[C:16]([NH2:18])=[O:17].Cl[C:20]1[N:25]=[C:24](Cl)[C:23]([Br:27])=[CH:22][N:21]=1.ClC1N=[C:33](Cl)[C:32](F)=[CH:31]N=1. (4) Given the product [CH2:27]([N:26]1[C:22]([C@@H:18]2[CH2:19][CH2:20][CH2:21][C@H:17]2[O:16][C:13]2[CH:14]=[CH:15][C:10]([S:7]([NH:6][C:31]3[CH:36]=[CH:35][N:34]=[CH:33][N:32]=3)(=[O:8])=[O:9])=[C:11]([F:30])[C:12]=2[F:29])=[CH:23][CH:24]=[N:25]1)[CH3:28], predict the reactants needed to synthesize it. The reactants are: COC1C=C(OC)C=CC=1C[N:6]([C:31]1[CH:36]=[CH:35][N:34]=[CH:33][N:32]=1)[S:7]([C:10]1[CH:15]=[CH:14][C:13]([O:16][C@H:17]2[CH2:21][CH2:20][CH2:19][C@@H:18]2[C:22]2[N:26]([CH2:27][CH3:28])[N:25]=[CH:24][CH:23]=2)=[C:12]([F:29])[C:11]=1[F:30])(=[O:9])=[O:8].C([SiH](CC)CC)C. (5) Given the product [C:4]([O:3][C:1]([N:8]1[CH2:14][CH2:13][CH2:12][CH:9]1[CH:10]=[C:34]([Br:36])[Br:35])=[O:2])([CH3:7])([CH3:6])[CH3:5], predict the reactants needed to synthesize it. The reactants are: [C:1]([N:8]1[CH2:14][CH2:13][CH2:12][C@H:9]1[CH:10]=O)([O:3][C:4]([CH3:7])([CH3:6])[CH3:5])=[O:2].C1C=CC(P(C2C=CC=CC=2)C2C=CC=CC=2)=CC=1.[C:34](Br)(Br)([Br:36])[Br:35].C([O-])(O)=O.[Na+]. (6) Given the product [S:13]1[CH:17]=[CH:16][CH:15]=[C:14]1[C:2]1[CH:7]=[CH:6][CH:5]=[CH:4][C:3]=1[CH2:8][CH2:9][CH2:10][CH2:11][OH:12], predict the reactants needed to synthesize it. The reactants are: Br[C:2]1[CH:7]=[CH:6][CH:5]=[CH:4][C:3]=1[CH2:8][CH2:9][CH2:10][CH2:11][OH:12].[S:13]1[CH:17]=[CH:16][CH:15]=[C:14]1B(O)O.C([O-])(O)=O.[Na+].